Dataset: Forward reaction prediction with 1.9M reactions from USPTO patents (1976-2016). Task: Predict the product of the given reaction. Given the reactants Cl[C:2]1[CH:3]=[CH:4][C:5]2[C:6]3[C:14]([NH:15][C@@H:16]4[CH2:21][CH2:20][C@@H:19]([OH:22])[CH2:18][C@H:17]4[CH3:23])=[N:13][CH:12]=[C:11]([C:24]#[N:25])[C:7]=3[NH:8][C:9]=2[CH:10]=1.[CH3:26][N:27]1[CH:31]=[C:30](B2OC(C)(C)C(C)(C)O2)[CH:29]=[N:28]1.C1(P(C2CCCCC2)C2CCCCC2)CCCCC1.[O-]P([O-])([O-])=O.[K+].[K+].[K+], predict the reaction product. The product is: [OH:22][C@@H:19]1[CH2:20][CH2:21][C@@H:16]([NH:15][C:14]2[C:6]3[C:5]4[CH:4]=[CH:3][C:2]([C:30]5[CH:29]=[N:28][N:27]([CH3:26])[CH:31]=5)=[CH:10][C:9]=4[NH:8][C:7]=3[C:11]([C:24]#[N:25])=[CH:12][N:13]=2)[C@H:17]([CH3:23])[CH2:18]1.